The task is: Predict the product of the given reaction.. This data is from Forward reaction prediction with 1.9M reactions from USPTO patents (1976-2016). (1) Given the reactants C([O:8][C@@H:9]1[C@@H:56]([O:57]CC2C=CC=CC=2)[C@H:55]([O:65][C@@H:66]2[O:95][C@H:94]([CH3:96])[C@@H:85]([O:86]CC3C=CC=CC=3)[C@H:76]([O:77]CC3C=CC=CC=3)[C@H:67]2[O:68]CC2C=CC=CC=2)[C@@H:54]([CH2:97][O:98]CC2C=CC=CC=2)[O:53][C@@H:10]1[O:11][C@H:12]1[C@H:16]([O:17]CC2C=CC=CC=2)[C@@H:15]([CH2:25][O:26]CC2C=CC=CC=2)[N:14](C(OCC2C=CC=CC=2)=O)[C@@H:13]1[CH2:44][O:45]CC1C=CC=CC=1)C1C=CC=CC=1, predict the reaction product. The product is: [C@@H:66]1([O:65][C@@H:55]2[C@@H:54]([CH2:97][OH:98])[O:53][C@H:10]([O:11][C@H:12]3[C@H:16]([OH:17])[C@@H:15]([CH2:25][OH:26])[NH:14][C@@H:13]3[CH2:44][OH:45])[C@H:9]([OH:8])[C@H:56]2[OH:57])[O:95][C@H:94]([CH3:96])[C@@H:85]([OH:86])[C@H:76]([OH:77])[C@H:67]1[OH:68]. (2) Given the reactants Cl[CH:2](Cl)[C:3]([N:5](CC1OC(=O)OC=1C1N(C([O-])=O)CCC1)C1C=CC=C(C2ON=C(C3C(Cl)=CC=CC=3Cl)C=2)C=1)=[O:4].[F:41][C:42]([F:47])([F:46])[C:43]([OH:45])=[O:44], predict the reaction product. The product is: [F:41][C:42]([F:47])([F:46])[C:43]([OH:45])=[O:44].[C:3]([NH2:5])(=[O:4])[CH3:2]. (3) Given the reactants [CH3:1][O:2][C:3]1[CH:22]=[CH:21][C:6]([CH2:7][C@@H:8]2[C:12]3=[N:13][C:14]4[CH:19]=[CH:18][CH:17]=[CH:16][C:15]=4[N:11]3[C:10](=[O:20])[NH:9]2)=[CH:5][CH:4]=1.[NH2:23][C@@H:24]([C:28]1[CH:33]=[CH:32][CH:31]=[CH:30][CH:29]=1)[C:25]([NH2:27])=[O:26].C(O)(C(F)(F)F)=O, predict the reaction product. The product is: [NH:11]1[C:15]2[CH:16]=[CH:17][CH:18]=[CH:19][C:14]=2[N:13]=[C:12]1[C@H:8]([NH:9][C:10](=[O:20])[NH:23][C@@H:24]([C:28]1[CH:33]=[CH:32][CH:31]=[CH:30][CH:29]=1)[C:25]([NH2:27])=[O:26])[CH2:7][C:6]1[CH:21]=[CH:22][C:3]([O:2][CH3:1])=[CH:4][CH:5]=1. (4) Given the reactants [Cl:1][C:2]1[CH:7]=[CH:6][C:5]([C@H:8]2[C@@H:12]([C:13]3[CH:18]=[CH:17][C:16]([Cl:19])=[CH:15][CH:14]=3)[N:11]([C:20](Cl)=[O:21])[C:10]([C:23]3[S:24][CH:25]=[CH:26][C:27]=3[O:28][CH2:29][CH3:30])=[N:9]2)=[CH:4][CH:3]=1.Cl.Cl.[CH3:33][S:34]([CH2:37][CH2:38][N:39]1[CH2:44][CH2:43][NH:42][CH2:41][CH2:40]1)(=[O:36])=[O:35], predict the reaction product. The product is: [Cl:1][C:2]1[CH:7]=[CH:6][C:5]([C@H:8]2[C@@H:12]([C:13]3[CH:14]=[CH:15][C:16]([Cl:19])=[CH:17][CH:18]=3)[N:11]([C:20]([N:42]3[CH2:41][CH2:40][N:39]([CH2:38][CH2:37][S:34]([CH3:33])(=[O:35])=[O:36])[CH2:44][CH2:43]3)=[O:21])[C:10]([C:23]3[S:24][CH:25]=[CH:26][C:27]=3[O:28][CH2:29][CH3:30])=[N:9]2)=[CH:4][CH:3]=1. (5) Given the reactants [CH3:1][C:2]1[N:7]=[CH:6][C:5]([C:8]2[CH:13]=[CH:12][C:11]([C:14]([F:17])([F:16])[F:15])=[CH:10][CH:9]=2)=[CH:4][N:3]=1.[Br:18]N1C(=O)CCC1=O.N(C(C)(C)C#N)=NC(C)(C)C#N, predict the reaction product. The product is: [Br:18][CH2:1][C:2]1[N:3]=[CH:4][C:5]([C:8]2[CH:9]=[CH:10][C:11]([C:14]([F:17])([F:15])[F:16])=[CH:12][CH:13]=2)=[CH:6][N:7]=1. (6) Given the reactants [N:1]1[CH:6]=[CH:5][C:4]([NH:7][C:8]([NH2:10])=[S:9])=[CH:3][CH:2]=1.[CH2:11]([O:13][C:14](=[O:19])[C:15](=O)[CH2:16]Br)[CH3:12], predict the reaction product. The product is: [CH2:11]([O:13][C:14]([C:15]1[N:10]=[C:8]([NH:7][C:4]2[CH:5]=[CH:6][N:1]=[CH:2][CH:3]=2)[S:9][CH:16]=1)=[O:19])[CH3:12]. (7) Given the reactants Cl.[NH2:2][C:3]1[CH:7]=[CH:6][NH:5][C:4]=1[C:8]([O:10][CH2:11][CH3:12])=[O:9].C(N(CC)CC)C.[C:20](Cl)(=[O:22])[CH3:21], predict the reaction product. The product is: [C:20]([NH:2][C:3]1[CH:7]=[CH:6][NH:5][C:4]=1[C:8]([O:10][CH2:11][CH3:12])=[O:9])(=[O:22])[CH3:21]. (8) Given the reactants [H-].[Al+3].[Li+].[H-].[H-].[H-].[NH2:7][C:8]1[N:16]=[CH:15][CH:14]=[CH:13][C:9]=1[C:10](O)=[O:11].O.O.O.O.O.O.O.O.O.O.S([O-])([O-])(=O)=O.[Na+].[Na+], predict the reaction product. The product is: [NH2:7][C:8]1[C:9]([CH2:10][OH:11])=[CH:13][CH:14]=[CH:15][N:16]=1. (9) Given the reactants [NH2:1][C:2]1[CH:6]=[C:5]([C:7]2[CH:12]=[CH:11][N:10]=[CH:9][CH:8]=2)[S:4][C:3]=1[C:13]([NH2:15])=[O:14].[CH3:16][CH2:17][CH2:18][C:19](=O)[CH2:20][CH2:21][CH3:22].O.C1(C)C=CC(S(O)(=O)=O)=CC=1.C(=O)([O-])O.[Na+], predict the reaction product. The product is: [CH2:18]([C:19]1([CH2:20][CH2:21][CH3:22])[NH:1][C:2]2[CH:6]=[C:5]([C:7]3[CH:8]=[CH:9][N:10]=[CH:11][CH:12]=3)[S:4][C:3]=2[C:13](=[O:14])[NH:15]1)[CH2:17][CH3:16].